From a dataset of Full USPTO retrosynthesis dataset with 1.9M reactions from patents (1976-2016). Predict the reactants needed to synthesize the given product. The reactants are: [N:1]([CH2:4][C:5]1[CH:6]=[C:7]([CH:17]=[CH:18][CH:19]=1)[O:8][CH2:9][C:10]([O:12][C:13]([CH3:16])([CH3:15])[CH3:14])=[O:11])=[N+]=[N-].C1COCC1.C1(P(C2C=CC=CC=2)C2C=CC=CC=2)C=CC=CC=1. Given the product [NH2:1][CH2:4][C:5]1[CH:6]=[C:7]([CH:17]=[CH:18][CH:19]=1)[O:8][CH2:9][C:10]([O:12][C:13]([CH3:16])([CH3:14])[CH3:15])=[O:11], predict the reactants needed to synthesize it.